Dataset: NCI-60 drug combinations with 297,098 pairs across 59 cell lines. Task: Regression. Given two drug SMILES strings and cell line genomic features, predict the synergy score measuring deviation from expected non-interaction effect. (1) Drug 1: CC1OCC2C(O1)C(C(C(O2)OC3C4COC(=O)C4C(C5=CC6=C(C=C35)OCO6)C7=CC(=C(C(=C7)OC)O)OC)O)O. Drug 2: CNC(=O)C1=NC=CC(=C1)OC2=CC=C(C=C2)NC(=O)NC3=CC(=C(C=C3)Cl)C(F)(F)F. Cell line: HOP-62. Synergy scores: CSS=38.6, Synergy_ZIP=-2.99, Synergy_Bliss=-1.41, Synergy_Loewe=-4.13, Synergy_HSA=1.48. (2) Drug 1: CC1=C(C=C(C=C1)NC2=NC=CC(=N2)N(C)C3=CC4=NN(C(=C4C=C3)C)C)S(=O)(=O)N.Cl. Drug 2: CCC1(CC2CC(C3=C(CCN(C2)C1)C4=CC=CC=C4N3)(C5=C(C=C6C(=C5)C78CCN9C7C(C=CC9)(C(C(C8N6C=O)(C(=O)OC)O)OC(=O)C)CC)OC)C(=O)OC)O.OS(=O)(=O)O. Cell line: SW-620. Synergy scores: CSS=30.9, Synergy_ZIP=19.6, Synergy_Bliss=11.0, Synergy_Loewe=-34.0, Synergy_HSA=2.39. (3) Drug 1: C1=CC(=CC=C1CC(C(=O)O)N)N(CCCl)CCCl.Cl. Drug 2: C1=NC2=C(N1)C(=S)N=C(N2)N. Cell line: U251. Synergy scores: CSS=49.0, Synergy_ZIP=-8.39, Synergy_Bliss=-5.16, Synergy_Loewe=-1.66, Synergy_HSA=0.303. (4) Drug 1: CCCCCOC(=O)NC1=NC(=O)N(C=C1F)C2C(C(C(O2)C)O)O. Drug 2: C(CCl)NC(=O)N(CCCl)N=O. Cell line: CAKI-1. Synergy scores: CSS=2.35, Synergy_ZIP=-1.11, Synergy_Bliss=-3.68, Synergy_Loewe=-8.67, Synergy_HSA=-6.36. (5) Drug 1: C1=CN(C=N1)CC(O)(P(=O)(O)O)P(=O)(O)O. Drug 2: C1CN(P(=O)(OC1)NCCCl)CCCl. Cell line: SW-620. Synergy scores: CSS=1.97, Synergy_ZIP=-1.68, Synergy_Bliss=-2.09, Synergy_Loewe=-0.637, Synergy_HSA=-1.21. (6) Drug 1: C1C(C(OC1N2C=C(C(=O)NC2=O)F)CO)O. Drug 2: C1C(C(OC1N2C=NC3=C2NC=NCC3O)CO)O. Cell line: MDA-MB-435. Synergy scores: CSS=1.91, Synergy_ZIP=0.336, Synergy_Bliss=4.07, Synergy_Loewe=1.58, Synergy_HSA=2.77. (7) Synergy scores: CSS=43.2, Synergy_ZIP=-2.68, Synergy_Bliss=-0.511, Synergy_Loewe=-10.5, Synergy_HSA=3.03. Drug 1: C1=CC(=CC=C1CC(C(=O)O)N)N(CCCl)CCCl.Cl. Drug 2: CCC1=C2CN3C(=CC4=C(C3=O)COC(=O)C4(CC)O)C2=NC5=C1C=C(C=C5)O. Cell line: LOX IMVI.